This data is from Forward reaction prediction with 1.9M reactions from USPTO patents (1976-2016). The task is: Predict the product of the given reaction. (1) The product is: [NH2:23][C:7]1[C:6]2[N:5]([C:4]([CH:12]3[CH2:22][N:16]4[C:17](=[O:21])[O:18][CH2:19][CH2:20][CH:15]4[CH2:14][CH2:13]3)=[N:3][C:2]=2[Br:1])[CH:10]=[CH:9][N:8]=1. Given the reactants [Br:1][C:2]1[N:3]=[C:4]([CH:12]2[CH2:22][N:16]3[C:17](=[O:21])[O:18][CH2:19][CH2:20][CH:15]3[CH2:14][CH2:13]2)[N:5]2[CH:10]=[CH:9][N:8]=[C:7](Cl)[C:6]=12.[NH3:23].CC(O)C, predict the reaction product. (2) Given the reactants [Cl:1][C:2]1[CH:7]=[CH:6][C:5]([N:8]=[C:9]=[O:10])=[CH:4][C:3]=1[C:11]([F:14])([F:13])[F:12].[NH2:15][C:16]1[CH:33]=[CH:32][C:19]([O:20][C:21]2[CH:26]=[CH:25][N:24]=[C:23]([NH:27][CH2:28][CH2:29][CH2:30][OH:31])[N:22]=2)=[C:18]([F:34])[CH:17]=1, predict the reaction product. The product is: [Cl:1][C:2]1[CH:7]=[CH:6][C:5]([NH:8][C:9]([NH:15][C:16]2[CH:33]=[CH:32][C:19]([O:20][C:21]3[CH:26]=[CH:25][N:24]=[C:23]([NH:27][CH2:28][CH2:29][CH2:30][OH:31])[N:22]=3)=[C:18]([F:34])[CH:17]=2)=[O:10])=[CH:4][C:3]=1[C:11]([F:12])([F:13])[F:14]. (3) Given the reactants FC(F)(F)C([NH:5][CH2:6][C:7]1[CH:12]=[CH:11][C:10]([N:13]2[CH:17]=[C:16]([CH2:18][CH2:19][C:20]3[CH:25]=[CH:24][CH:23]=[CH:22][CH:21]=3)[CH:15]=[N:14]2)=[CH:9][CH:8]=1)=O.[OH-].[Na+], predict the reaction product. The product is: [CH2:18]([C:16]1[CH:15]=[N:14][N:13]([C:10]2[CH:9]=[CH:8][C:7]([CH2:6][NH2:5])=[CH:12][CH:11]=2)[CH:17]=1)[CH2:19][C:20]1[CH:21]=[CH:22][CH:23]=[CH:24][CH:25]=1. (4) The product is: [OH:4][CH2:3][CH:2]([NH:1][C:20]([C:19]1[CH:23]=[CH:24][N:25]=[CH:26][C:18]=1[NH:17][C:15]([C:13]1[C:12]([NH:27][C:28]2[CH:29]=[N:30][CH:31]=[N:32][CH:33]=2)=[CH:11][CH:10]=[C:9]([CH:6]2[CH2:8][CH2:7]2)[N:14]=1)=[O:16])=[O:21])[CH3:5]. Given the reactants [NH2:1][CH:2]([CH3:5])[CH2:3][OH:4].[CH:6]1([C:9]2[N:14]=[C:13]([C:15]([NH:17][C:18]3[CH:26]=[N:25][CH:24]=[CH:23][C:19]=3[C:20](O)=[O:21])=[O:16])[C:12]([NH:27][C:28]3[CH:29]=[N:30][CH:31]=[N:32][CH:33]=3)=[CH:11][CH:10]=2)[CH2:8][CH2:7]1, predict the reaction product. (5) Given the reactants [C:1]1([S:7]([C:10]2[CH:11]=[CH:12][C:13]([CH2:20][CH2:21][CH3:22])=[C:14]([S:16](Cl)(=[O:18])=[O:17])[CH:15]=2)(=[O:9])=[O:8])[CH:6]=[CH:5][CH:4]=[CH:3][CH:2]=1.[N:23]1(CCCN)C=CN=C1, predict the reaction product. The product is: [C:1]1([S:7]([C:10]2[CH:11]=[CH:12][C:13]([CH2:20][CH2:21][CH3:22])=[C:14]([S:16]([NH2:23])(=[O:18])=[O:17])[CH:15]=2)(=[O:9])=[O:8])[CH:6]=[CH:5][CH:4]=[CH:3][CH:2]=1. (6) Given the reactants ClC1C=CC=C(C(OO)=[O:9])C=1.[CH3:12][C:13]1[S:17][C:16]2([CH2:22][CH2:21][N:20]([CH3:23])[CH2:19][CH2:18]2)[CH2:15][N:14]=1.[O-2].[Al+3].[O-2].[O-2].[Al+3], predict the reaction product. The product is: [CH3:12][C:13]1[S:17][C:16]2([CH2:22][CH2:21][N+:20]([O-:9])([CH3:23])[CH2:19][CH2:18]2)[CH2:15][N:14]=1. (7) Given the reactants [H-].[Na+].[CH3:3][O:4][C:5]1[CH:10]=[CH:9][C:8]([OH:11])=[CH:7][CH:6]=1.Cl[C@@H:13]([CH2:17][CH3:18])[C:14](O)=[O:15].Cl.C(N1C=CN=C1)([N:22]1C=CN=C1)=O.N, predict the reaction product. The product is: [CH3:3][O:4][C:5]1[CH:10]=[CH:9][C:8]([O:11][C@@H:13]([CH2:17][CH3:18])[C:14]([NH2:22])=[O:15])=[CH:7][CH:6]=1. (8) Given the reactants [F:1][C:2]1[CH:26]=[CH:25][CH:24]=[C:23]([F:27])[C:3]=1[C:4]([NH:6][C:7]([N:9]([CH3:22])[C:10]1[CH:15]=[CH:14][C:13]([S:16][CH3:17])=[CH:12][C:11]=1[C:18]([F:21])([F:20])[F:19])=[O:8])=[O:5].I[CH3:29].[H-].[Na+].O, predict the reaction product. The product is: [F:1][C:2]1[CH:26]=[CH:25][CH:24]=[C:23]([F:27])[C:3]=1[C:4]([N:6]([CH3:29])[C:7]([N:9]([CH3:22])[C:10]1[CH:15]=[CH:14][C:13]([S:16][CH3:17])=[CH:12][C:11]=1[C:18]([F:19])([F:21])[F:20])=[O:8])=[O:5].